Task: Regression. Given two drug SMILES strings and cell line genomic features, predict the synergy score measuring deviation from expected non-interaction effect.. Dataset: NCI-60 drug combinations with 297,098 pairs across 59 cell lines (1) Drug 2: C1=CC(=CC=C1CCCC(=O)O)N(CCCl)CCCl. Drug 1: CC12CCC3C(C1CCC2=O)CC(=C)C4=CC(=O)C=CC34C. Synergy scores: CSS=46.3, Synergy_ZIP=2.14, Synergy_Bliss=3.61, Synergy_Loewe=4.27, Synergy_HSA=4.87. Cell line: KM12. (2) Drug 1: CC1OCC2C(O1)C(C(C(O2)OC3C4COC(=O)C4C(C5=CC6=C(C=C35)OCO6)C7=CC(=C(C(=C7)OC)O)OC)O)O. Drug 2: CCN(CC)CCCC(C)NC1=C2C=C(C=CC2=NC3=C1C=CC(=C3)Cl)OC. Cell line: KM12. Synergy scores: CSS=14.7, Synergy_ZIP=-9.77, Synergy_Bliss=-12.3, Synergy_Loewe=-8.51, Synergy_HSA=-8.12. (3) Drug 2: CC(C)(C#N)C1=CC(=CC(=C1)CN2C=NC=N2)C(C)(C)C#N. Drug 1: COC1=C(C=C2C(=C1)N=CN=C2NC3=CC(=C(C=C3)F)Cl)OCCCN4CCOCC4. Synergy scores: CSS=16.7, Synergy_ZIP=-4.61, Synergy_Bliss=0.123, Synergy_Loewe=0.778, Synergy_HSA=0.741. Cell line: UACC62. (4) Drug 1: CN(CCCl)CCCl.Cl. Drug 2: B(C(CC(C)C)NC(=O)C(CC1=CC=CC=C1)NC(=O)C2=NC=CN=C2)(O)O. Cell line: HT29. Synergy scores: CSS=56.4, Synergy_ZIP=-2.76, Synergy_Bliss=-1.74, Synergy_Loewe=-17.8, Synergy_HSA=-0.309. (5) Drug 1: CC1C(C(CC(O1)OC2CC(OC(C2O)C)OC3=CC4=CC5=C(C(=O)C(C(C5)C(C(=O)C(C(C)O)O)OC)OC6CC(C(C(O6)C)O)OC7CC(C(C(O7)C)O)OC8CC(C(C(O8)C)O)(C)O)C(=C4C(=C3C)O)O)O)O. Drug 2: CC12CCC3C(C1CCC2O)C(CC4=C3C=CC(=C4)O)CCCCCCCCCS(=O)CCCC(C(F)(F)F)(F)F. Cell line: SF-268. Synergy scores: CSS=16.5, Synergy_ZIP=-1.32, Synergy_Bliss=-3.26, Synergy_Loewe=-32.5, Synergy_HSA=-2.74. (6) Drug 1: C1CCC(CC1)NC(=O)N(CCCl)N=O. Drug 2: CC1CCC2CC(C(=CC=CC=CC(CC(C(=O)C(C(C(=CC(C(=O)CC(OC(=O)C3CCCCN3C(=O)C(=O)C1(O2)O)C(C)CC4CCC(C(C4)OC)O)C)C)O)OC)C)C)C)OC. Cell line: A498. Synergy scores: CSS=8.37, Synergy_ZIP=-12.6, Synergy_Bliss=-11.8, Synergy_Loewe=-16.7, Synergy_HSA=-9.37.